From a dataset of Reaction yield outcomes from USPTO patents with 853,638 reactions. Predict the reaction yield, written as a fraction of the theoretical maximum amount of product (1.0 means a 100% yield; for example, 0.34 means a 34% yield). (1) The reactants are [F:1][C:2]1[CH:9]=[C:8]([CH2:10]Br)[C:7]([F:12])=[CH:6][C:3]=1[C:4]#[N:5].[Cl:13][C:14]1[CH:15]=[C:16]([OH:21])[CH:17]=[CH:18][C:19]=1[Cl:20].C(=O)([O-])[O-].[K+].[K+].O. The catalyst is CC(C)=O. The product is [Cl:13][C:14]1[CH:15]=[C:16]([CH:17]=[CH:18][C:19]=1[Cl:20])[O:21][CH2:10][C:8]1[C:7]([F:12])=[CH:6][C:3]([C:4]#[N:5])=[C:2]([F:1])[CH:9]=1. The yield is 0.220. (2) The product is [Cl:1][C:2]1[N:7]=[C:6]([NH:16][C:17]2[CH:18]=[C:19]3[C:23](=[CH:24][CH:25]=2)[CH2:22][CH2:21][CH2:20]3)[N:5]=[C:4]([NH:9][C:10]2[CH:15]=[CH:14][CH:13]=[CH:12][CH:11]=2)[N:3]=1. No catalyst specified. The reactants are [Cl:1][C:2]1[N:7]=[C:6](Cl)[N:5]=[C:4]([NH:9][C:10]2[CH:15]=[CH:14][CH:13]=[CH:12][CH:11]=2)[N:3]=1.[NH2:16][C:17]1[CH:18]=[C:19]2[C:23](=[CH:24][CH:25]=1)[CH2:22][CH2:21][CH2:20]2. The yield is 0.370. (3) The reactants are CN(C(ON1N=NC2C=CC=NC1=2)=[N+](C)C)C.F[P-](F)(F)(F)(F)F.[C:25]([O:29][C:30]([NH:32][C:33]([NH:48][C:49]([O:51][C:52]([CH3:55])([CH3:54])[CH3:53])=[O:50])([CH2:37][CH2:38][CH2:39][NH:40][CH:41]([C:43]([O:45][CH2:46][CH3:47])=[O:44])[CH3:42])[C:34]([OH:36])=O)=[O:31])([CH3:28])([CH3:27])[CH3:26].CN1CCOCC1. The catalyst is CN(C)C=O. The product is [CH2:46]([O:45][C:43](=[O:44])[CH:41]([N:40]1[CH2:39][CH2:38][CH2:37][C:33]([NH:48][C:49]([O:51][C:52]([CH3:55])([CH3:53])[CH3:54])=[O:50])([NH:32][C:30]([O:29][C:25]([CH3:27])([CH3:26])[CH3:28])=[O:31])[C:34]1=[O:36])[CH3:42])[CH3:47]. The yield is 0.860. (4) The reactants are [Cl:1][C:2]1[CH:3]=[C:4]([CH:8]([C:20]2([OH:26])[CH2:25][CH2:24][CH2:23][CH2:22][CH2:21]2)[C:9]([N:11]2[CH2:16][CH2:15][N:14](C([O-])=O)[CH2:13][CH2:12]2)=O)[CH:5]=[CH:6][CH:7]=1.B.Cl.CO. The catalyst is O1CCCC1. The product is [Cl:1][C:2]1[CH:3]=[C:4]([CH:8]([C:20]2([OH:26])[CH2:21][CH2:22][CH2:23][CH2:24][CH2:25]2)[CH2:9][N:11]2[CH2:16][CH2:15][NH:14][CH2:13][CH2:12]2)[CH:5]=[CH:6][CH:7]=1. The yield is 0.990.